Dataset: Forward reaction prediction with 1.9M reactions from USPTO patents (1976-2016). Task: Predict the product of the given reaction. Given the reactants [CH3:1][O:2][CH2:3][C:4]1[CH:5]=[CH:6][C:7]([O:12][C:13]([F:16])([F:15])[F:14])=[C:8]([CH:11]=1)[CH:9]=O.C(O)C.Cl.[NH2:21][OH:22], predict the reaction product. The product is: [CH3:1][O:2][CH2:3][C:4]1[CH:5]=[CH:6][C:7]([O:12][C:13]([F:16])([F:15])[F:14])=[C:8]([CH:11]=1)[CH:9]=[N:21][OH:22].